From a dataset of Catalyst prediction with 721,799 reactions and 888 catalyst types from USPTO. Predict which catalyst facilitates the given reaction. Reactant: [Cl:1][C:2]1[CH:9]=[CH:8][C:7]([NH:10][C:11]([O:13][C:14]([CH3:17])([CH3:16])[CH3:15])=[O:12])=[CH:6][C:3]=1[CH2:4][OH:5].[CH3:18][S:19](Cl)(=[O:21])=[O:20]. Product: [S:19]([O:5][CH2:4][C:3]1[CH:6]=[C:7]([NH:10][C:11]([O:13][C:14]([CH3:17])([CH3:16])[CH3:15])=[O:12])[CH:8]=[CH:9][C:2]=1[Cl:1])(=[O:21])(=[O:20])[CH3:18]. The catalyst class is: 2.